Task: Predict the reactants needed to synthesize the given product.. Dataset: Full USPTO retrosynthesis dataset with 1.9M reactions from patents (1976-2016) (1) Given the product [ClH:52].[ClH:52].[NH2:7][CH2:8][CH2:9][C:10]1[N:11]([CH2:16][C:17]2[CH:22]=[CH:21][C:20]([C:23]#[N:24])=[C:19]([O:25][C:26]3[CH:31]=[CH:30][CH:29]=[C:28]([C:32]4([CH2:41][CH3:42])[CH2:38][CH2:37][CH2:36][CH2:35][N:34]([CH3:39])[C:33]4=[O:40])[CH:27]=3)[CH:18]=2)[C:12]([CH3:15])=[N:13][CH:14]=1, predict the reactants needed to synthesize it. The reactants are: C(OC(=O)[NH:7][CH2:8][CH2:9][C:10]1[N:11]([CH2:16][C:17]2[CH:22]=[CH:21][C:20]([C:23]#[N:24])=[C:19]([O:25][C:26]3[CH:31]=[CH:30][CH:29]=[C:28]([C:32]4([CH2:41][CH3:42])[CH2:38][CH2:37][CH2:36][CH2:35][N:34]([CH3:39])[C:33]4=[O:40])[CH:27]=3)[CH:18]=2)[C:12]([CH3:15])=[N:13][CH:14]=1)(C)(C)C.C(O)(C(F)(F)F)=O.C(Cl)[Cl:52]. (2) Given the product [CH2:1]([O:3][C:4](=[O:26])[NH:5][C:6]1[C:7]([NH2:23])=[C:8]2[C:12](=[CH:13][CH:14]=1)[CH:11]([NH:15][C:16]1[CH:17]=[CH:18][C:19]([F:22])=[CH:20][CH:21]=1)[CH2:10][CH2:9]2)[CH3:2], predict the reactants needed to synthesize it. The reactants are: [CH2:1]([O:3][C:4](=[O:26])[NH:5][C:6]1[C:7]([N+:23]([O-])=O)=[C:8]2[C:12](=[CH:13][CH:14]=1)[CH:11]([NH:15][C:16]1[CH:21]=[CH:20][C:19]([F:22])=[CH:18][CH:17]=1)[CH2:10][CH2:9]2)[CH3:2]. (3) Given the product [CH:1]1([N:4]2[C:8](=[O:51])[N:7]([CH2:45][C:46]([NH:28][CH2:27][CH2:26][C:20]3[CH:25]=[CH:24][CH:23]=[CH:22][CH:21]=3)=[O:38])[N:6]=[C:5]2[C:9]2[CH:14]=[CH:13][CH:12]=[CH:11][C:10]=2[F:15])[CH2:2][CH2:3]1, predict the reactants needed to synthesize it. The reactants are: [CH:1]1([N:4]2[CH:8]=[N:7][NH:6][C:5]2(CC(O)=O)[C:9]2[CH:14]=[CH:13][CH:12]=[CH:11][C:10]=2[F:15])[CH2:3][CH2:2]1.[C:20]1([CH2:26][CH2:27][NH2:28])[CH:25]=[CH:24][CH:23]=[CH:22][CH:21]=1.C1C=CC2N([OH:38])N=NC=2C=1.CCN=C=NC[CH2:45][CH2:46]N(C)C.Cl.[OH2:51]. (4) Given the product [F:44][CH:42]([F:43])[C:34]1[N:33]([C:23]2[N:24]=[C:25]([N:27]3[CH2:32][CH2:31][O:30][CH2:29][CH2:28]3)[N:26]=[C:21]([NH:17][S:14]([C:11]3[CH:10]=[CH:9][C:8]([CH2:7][N:1]4[CH2:6][CH2:5][O:4][CH2:3][CH2:2]4)=[CH:13][CH:12]=3)(=[O:15])=[O:16])[CH:22]=2)[C:37]2[CH:38]=[CH:39][CH:40]=[CH:41][C:36]=2[N:35]=1, predict the reactants needed to synthesize it. The reactants are: [N:1]1([CH2:7][C:8]2[CH:13]=[CH:12][C:11]([S:14]([NH2:17])(=[O:16])=[O:15])=[CH:10][CH:9]=2)[CH2:6][CH2:5][O:4][CH2:3][CH2:2]1.[H-].[Na+].Cl[C:21]1[N:26]=[C:25]([N:27]2[CH2:32][CH2:31][O:30][CH2:29][CH2:28]2)[N:24]=[C:23]([N:33]2[C:37]3[CH:38]=[CH:39][CH:40]=[CH:41][C:36]=3[N:35]=[C:34]2[CH:42]([F:44])[F:43])[CH:22]=1.[Cl-].[Na+].S([O-])(O)(=O)=O.[K+]. (5) Given the product [CH3:46][O:47][C:48]1[C:53]([C:27]2[O:28][C:29]([C:32]3[N:37]=[C:36]([NH:38][C:39]4[CH:44]=[C:43]([CH3:45])[CH:42]=[CH:41][N:40]=4)[CH:35]=[CH:34][CH:33]=3)=[CH:30][N:31]=2)=[CH:52][CH:51]=[CH:50][N:49]=1, predict the reactants needed to synthesize it. The reactants are: CC1C=CN=C(NC2C=CC=C(C3OC(C4C=CC=CC=4)=NC=3)N=2)C=1.I[C:27]1[O:28][C:29]([C:32]2[N:37]=[C:36]([NH:38][C:39]3[CH:44]=[C:43]([CH3:45])[CH:42]=[CH:41][N:40]=3)[CH:35]=[CH:34][CH:33]=2)=[CH:30][N:31]=1.[CH3:46][O:47][C:48]1[C:53](B(O)O)=[CH:52][CH:51]=[CH:50][N:49]=1.C([O-])([O-])=O.[K+].[K+]. (6) Given the product [C:18]([O:15][C:13](=[O:16])[CH2:14][C:2]1[C:3]([F:12])=[C:4]2[C:9](=[CH:10][CH:11]=1)[N:8]=[CH:7][CH:6]=[CH:5]2)([CH3:21])([CH3:20])[CH3:19], predict the reactants needed to synthesize it. The reactants are: Br[C:2]1[C:3]([F:12])=[C:4]2[C:9](=[CH:10][CH:11]=1)[N:8]=[CH:7][CH:6]=[CH:5]2.[C:13]([O-:16])(=[O:15])[CH3:14].[Br-].[C:18]([Zn+2])([CH3:21])([CH3:20])[CH3:19].